Task: Predict the reaction yield, written as a fraction of the theoretical maximum amount of product (1.0 means a 100% yield; for example, 0.34 means a 34% yield).. Dataset: Reaction yield outcomes from USPTO patents with 853,638 reactions (1) The reactants are [Cl:1][C:2]1[CH:3]=[C:4]([OH:9])[CH:5]=[CH:6][C:7]=1[Cl:8].[CH2:10]([O:12][C:13]([C:15]1[CH:16]=[C:17]([CH:20]=[C:21]([C:23]([O:25][CH2:26]C)=[O:24])[CH:22]=1)[CH2:18]Br)=[O:14])C. No catalyst specified. The product is [Cl:1][C:2]1[CH:3]=[C:4]([O:9][CH2:18][C:17]2[CH:16]=[C:15]([C:13]([O:12][CH3:10])=[O:14])[CH:22]=[C:21]([CH:20]=2)[C:23]([O:25][CH3:26])=[O:24])[CH:5]=[CH:6][C:7]=1[Cl:8]. The yield is 0.900. (2) The reactants are [Si:1]([O:18][CH2:19][C:20]1[C:21]([N:33]2[CH2:38][C@H:37]([CH3:39])[O:36][C@H:35]([CH3:40])[CH2:34]2)=[C:22]([F:32])[C:23]([F:31])=[C:24]([C:26](=[O:30])[C:27]([OH:29])=O)[CH:25]=1)([C:14]([CH3:17])([CH3:16])[CH3:15])([C:8]1[CH:13]=[CH:12][CH:11]=[CH:10][CH:9]=1)[C:2]1[CH:7]=[CH:6][CH:5]=[CH:4][CH:3]=1.[CH3:41][N:42](C(ON1N=NC2C=CC=NC1=2)=[N+](C)C)[CH3:43].F[P-](F)(F)(F)(F)F.C(N(CC)CC)C.CNC. The catalyst is C1COCC1.CN(C=O)C.O. The product is [Si:1]([O:18][CH2:19][C:20]1[C:21]([N:33]2[CH2:38][C@H:37]([CH3:39])[O:36][C@H:35]([CH3:40])[CH2:34]2)=[C:22]([F:32])[C:23]([F:31])=[C:24]([C:26](=[O:30])[C:27]([N:42]([CH3:43])[CH3:41])=[O:29])[CH:25]=1)([C:14]([CH3:17])([CH3:16])[CH3:15])([C:2]1[CH:3]=[CH:4][CH:5]=[CH:6][CH:7]=1)[C:8]1[CH:9]=[CH:10][CH:11]=[CH:12][CH:13]=1. The yield is 0.745. (3) The reactants are [CH2:1]([NH:3][C:4]([NH:6][C:7]1[CH:8]=[C:9]([CH:11]=[CH:12][CH:13]=1)[NH2:10])=[O:5])[CH3:2].Cl[C:15]1[N:20]=[C:19](Cl)[C:18]([F:22])=[CH:17][N:16]=1. No catalyst specified. The product is [CH2:1]([NH:3][C:4]([NH:6][C:7]1[CH:8]=[C:9]([NH:10][C:15]2[N:20]=[C:19]([NH:10][C:9]3[CH:11]=[CH:12][CH:13]=[C:7]([NH:6][C:4]([NH:3][CH2:1][CH3:2])=[O:5])[CH:8]=3)[C:18]([F:22])=[CH:17][N:16]=2)[CH:11]=[CH:12][CH:13]=1)=[O:5])[CH3:2]. The yield is 0.660. (4) The reactants are [CH3:1][O:2][C:3]1[CH:8]=[CH:7][C:6]([CH2:9][C:10]([N:12]([CH2:19][C:20]2[CH:25]=[CH:24][C:23]([CH3:26])=[CH:22][CH:21]=2)[CH:13]2[CH2:18][CH2:17][NH:16][CH2:15][CH2:14]2)=[O:11])=[CH:5][CH:4]=1.Cl.Cl[CH2:29][C:30]1[N:31]=[C:32]([CH3:35])[S:33][CH:34]=1.C(=O)([O-])[O-].[K+].[K+].[I-].[K+]. The catalyst is C(#N)C. The product is [CH3:1][O:2][C:3]1[CH:4]=[CH:5][C:6]([CH2:9][C:10]([N:12]([CH2:19][C:20]2[CH:21]=[CH:22][C:23]([CH3:26])=[CH:24][CH:25]=2)[CH:13]2[CH2:14][CH2:15][N:16]([CH2:29][C:30]3[N:31]=[C:32]([CH3:35])[S:33][CH:34]=3)[CH2:17][CH2:18]2)=[O:11])=[CH:7][CH:8]=1. The yield is 0.210. (5) The yield is 0.430. The catalyst is C(#N)C. The reactants are [OH:1][C:2]1[C:3]([CH3:8])=[N:4][CH:5]=[CH:6][CH:7]=1.Br[CH2:10][C:11]([O:13][CH3:14])=[O:12].C(=O)([O-])[O-].[Cs+].[Cs+].C(=O)([O-])O.[Na+]. The product is [CH3:8][C:3]1[C:2]([O:1][CH2:10][C:11]([O:13][CH3:14])=[O:12])=[CH:7][CH:6]=[CH:5][N:4]=1. (6) The reactants are COC(C1C=C(O)C2C(=C(OCC3C=CC=CC=3)C=C(C#CCOCC3C=CC=CC=3)C=2)N=1)=O.C([O:42][C:43]([C:45]1[CH:54]=[C:53]([O:55]CC2C=CC=CC=2)[C:52]2[C:47](=[C:48]([O:74]CC3C=CC=CC=3)[C:49]([C:63]#[C:64][CH2:65][O:66]CC3C=CC=CC=3)=[CH:50][CH:51]=2)[N:46]=1)=[O:44])C1C=CC=CC=1. No catalyst specified. The product is [OH:55][C:53]1[C:52]2[C:47](=[C:48]([OH:74])[C:49]([CH2:63][CH2:64][CH2:65][OH:66])=[CH:50][CH:51]=2)[N:46]=[C:45]([C:43]([OH:44])=[O:42])[CH:54]=1. The yield is 0.500. (7) The reactants are [N+:1]([C:4]1[CH:5]=[CH:6][C:7]([C:20]([F:23])([F:22])[F:21])=[C:8]([CH:19]=1)[C:9]([O:11][CH2:12][C:13]1[CH:18]=[CH:17][CH:16]=[CH:15][CH:14]=1)=[O:10])([O-])=O.[Cl-].[NH4+]. The catalyst is C(O)C.O.[Fe]. The product is [NH2:1][C:4]1[CH:5]=[CH:6][C:7]([C:20]([F:21])([F:22])[F:23])=[C:8]([CH:19]=1)[C:9]([O:11][CH2:12][C:13]1[CH:18]=[CH:17][CH:16]=[CH:15][CH:14]=1)=[O:10]. The yield is 0.980.